This data is from Reaction yield outcomes from USPTO patents with 853,638 reactions. The task is: Predict the reaction yield, written as a fraction of the theoretical maximum amount of product (1.0 means a 100% yield; for example, 0.34 means a 34% yield). (1) The reactants are [N:1]([CH:4]([C:6]1[CH:15]=[CH:14][C:13]2[C:8](=[CH:9][CH:10]=[CH:11][CH:12]=2)[C:7]=1Br)[CH3:5])=[N+:2]=[N-:3].[F:17][C:18]1[CH:19]=[C:20](B(O)O)[CH:21]=[CH:22][CH:23]=1.C(=O)([O-])[O-].[Na+].[Na+].O. The catalyst is O1CCOCC1.C(OCC)(=O)C.C1C=CC([P]([Pd]([P](C2C=CC=CC=2)(C2C=CC=CC=2)C2C=CC=CC=2)([P](C2C=CC=CC=2)(C2C=CC=CC=2)C2C=CC=CC=2)[P](C2C=CC=CC=2)(C2C=CC=CC=2)C2C=CC=CC=2)(C2C=CC=CC=2)C2C=CC=CC=2)=CC=1. The product is [N:1]([CH:4]([C:6]1[CH:15]=[CH:14][C:13]2[C:8](=[CH:9][CH:10]=[CH:11][CH:12]=2)[C:7]=1[C:22]1[CH:21]=[CH:20][CH:19]=[C:18]([F:17])[CH:23]=1)[CH3:5])=[N+:2]=[N-:3]. The yield is 0.415. (2) The reactants are C([O:3][C:4](=[O:30])[C@@H:5]([O:27][CH2:28][CH3:29])[CH2:6][C:7]1[CH:12]=[CH:11][C:10]([O:13][CH2:14]/[CH:15]=[CH:16]/[C:17]2[CH:26]=[CH:25][C:24]3[C:19](=[CH:20][CH:21]=[CH:22][CH:23]=3)[CH:18]=2)=[CH:9][CH:8]=1)C.[OH-].[Na+]. The catalyst is C(O)C. The product is [CH2:28]([O:27][C@@H:5]([CH2:6][C:7]1[CH:8]=[CH:9][C:10]([O:13][CH2:14]/[CH:15]=[CH:16]/[C:17]2[CH:26]=[CH:25][C:24]3[C:19](=[CH:20][CH:21]=[CH:22][CH:23]=3)[CH:18]=2)=[CH:11][CH:12]=1)[C:4]([OH:30])=[O:3])[CH3:29]. The yield is 0.980. (3) The reactants are CN(C)C=O.C(Cl)(=O)C(Cl)=O.[Cl:12][C:13]1[CH:18]=[CH:17][N:16]=[C:15]([C:19]([OH:21])=[O:20])[CH:14]=1.[CH:22](O)([CH3:24])[CH3:23]. The catalyst is ClCCl.C(=O)(O)[O-].[Na+].O. The product is [CH:22]([O:20][C:19](=[O:21])[C:15]1[CH:14]=[C:13]([Cl:12])[CH:18]=[CH:17][N:16]=1)([CH3:24])[CH3:23]. The yield is 0.870. (4) The reactants are OCC([CH2:9][O:10][CH3:11])(C(C)C)CO.[H-].[Na+].[CH2:24]([C:16](CO)([CH2:19]O)[CH2:17]C)[OH:23].[OH:23][CH2:24][C:16](COC)([CH:19](C)C)[CH2:17]O.CI.[CH2:36]1[CH2:40][O:39][CH2:38][CH2:37]1. No catalyst specified. The product is [CH3:9][O:10][CH2:11][C:36]([CH2:37][O:23][CH3:24])([CH2:40][O:39][CH3:38])[CH:16]([CH3:19])[CH3:17]. The yield is 0.460. (5) The reactants are [F:1][C:2]1[CH:3]=[C:4]([CH:8]=[CH:9][CH:10]=1)[C:5]([OH:7])=[O:6].[N+:11]([O-])([OH:13])=[O:12]. The catalyst is OS(O)(=O)=O. The product is [F:1][C:2]1[CH:10]=[CH:9][C:8]([N+:11]([O-:13])=[O:12])=[C:4]([CH:3]=1)[C:5]([OH:7])=[O:6]. The yield is 0.920. (6) The reactants are [OH:1][C:2]1[C:9]([O:10][CH3:11])=[CH:8][C:7]([O:12][CH3:13])=[CH:6][C:3]=1[CH:4]=[O:5].C([O-])([O-])=O.[K+].[K+].[CH2:20]([O:22][CH:23]([O:26][CH2:27][CH3:28])[CH2:24]Br)[CH3:21]. The catalyst is CN(C=O)C. The product is [CH2:20]([O:22][CH:23]([O:26][CH2:27][CH3:28])[CH2:24][O:1][C:2]1[C:9]([O:10][CH3:11])=[CH:8][C:7]([O:12][CH3:13])=[CH:6][C:3]=1[CH:4]=[O:5])[CH3:21]. The yield is 0.670. (7) The reactants are [CH2:1]([N:3]1[CH2:8][CH:7]=[C:6]([C:9]2[C:17]3[C:12](=[CH:13][CH:14]=[C:15]([NH2:18])[CH:16]=3)[NH:11][CH:10]=2)[CH2:5][CH2:4]1)[CH3:2].I.[S:20]1[CH:24]=[CH:23][CH:22]=[C:21]1[C:25](SC)=[NH:26].C([O-])(O)=O.[Na+]. The catalyst is C(O)C. The product is [CH2:1]([N:3]1[CH2:4][CH:5]=[C:6]([C:9]2[C:17]3[C:12](=[CH:13][CH:14]=[C:15]([NH:18][C:25]([C:21]4[S:20][CH:24]=[CH:23][CH:22]=4)=[NH:26])[CH:16]=3)[NH:11][CH:10]=2)[CH2:7][CH2:8]1)[CH3:2]. The yield is 0.800. (8) The reactants are [CH:1]([O:4][C:5]([N:7]1[CH:12]([CH2:13][CH3:14])[CH2:11][CH:10]([NH:15][C:16]2[N:21]=[CH:20][C:19]([OH:22])=[CH:18][N:17]=2)[CH2:9][CH:8]1[CH2:23][CH3:24])=[O:6])([CH3:3])[CH3:2].C(=O)([O-])[O-].[K+].[K+].[CH2:31](N)[C:32]1[CH:37]=[CH:36][CH:35]=[CH:34][CH:33]=1.O. The catalyst is CN(C=O)C. The product is [CH:1]([O:4][C:5]([N:7]1[CH:12]([CH2:13][CH3:14])[CH2:11][CH:10]([NH:15][C:16]2[N:21]=[CH:20][C:19]([O:22][CH2:31][C:32]3[CH:37]=[CH:36][CH:35]=[CH:34][CH:33]=3)=[CH:18][N:17]=2)[CH2:9][CH:8]1[CH2:23][CH3:24])=[O:6])([CH3:3])[CH3:2]. The yield is 0.870.